From a dataset of NCI-60 drug combinations with 297,098 pairs across 59 cell lines. Regression. Given two drug SMILES strings and cell line genomic features, predict the synergy score measuring deviation from expected non-interaction effect. Drug 1: CN1C(=O)N2C=NC(=C2N=N1)C(=O)N. Drug 2: CC1=C2C(C(=O)C3(C(CC4C(C3C(C(C2(C)C)(CC1OC(=O)C(C(C5=CC=CC=C5)NC(=O)C6=CC=CC=C6)O)O)OC(=O)C7=CC=CC=C7)(CO4)OC(=O)C)O)C)OC(=O)C. Cell line: LOX IMVI. Synergy scores: CSS=15.0, Synergy_ZIP=-8.94, Synergy_Bliss=-7.62, Synergy_Loewe=-26.0, Synergy_HSA=-6.35.